This data is from Full USPTO retrosynthesis dataset with 1.9M reactions from patents (1976-2016). The task is: Predict the reactants needed to synthesize the given product. (1) Given the product [S:6]1[CH:2]=[CH:3][C:4]([C:17]2[C:12]([C:11]3[CH:10]=[CH:9][S:8][CH:7]=3)=[CH:13][C:14]([CH2:26][CH2:27][CH2:28][CH2:29][CH2:30][CH2:31][CH2:32][CH3:33])=[C:15]([CH2:18][CH2:19][CH2:20][CH2:21][CH2:22][CH2:23][CH2:24][CH3:25])[CH:16]=2)=[CH:5]1.[CH2:18]([C:15]1[CH:16]=[C:17]2[C:4]3[CH:3]=[CH:2][S:6][C:5]=3[C:7]3[S:8][CH:9]=[CH:10][C:11]=3[C:12]2=[CH:13][C:14]=1[CH2:26][CH2:27][CH2:28][CH2:29][CH2:30][CH2:31][CH2:32][CH3:33])[CH2:19][CH2:20][CH2:21][CH2:22][CH2:23][CH2:24][CH3:25], predict the reactants needed to synthesize it. The reactants are: Br[C:2]1[S:6][C:5]2[C:7]3[S:8][C:9](Br)=[CH:10][C:11]=3[C:12]3[C:17]([C:4]=2[CH:3]=1)=[CH:16][C:15]([CH2:18][CH2:19][CH2:20][CH2:21][CH2:22][CH2:23][CH2:24][CH3:25])=[C:14]([CH2:26][CH2:27][CH2:28][CH2:29][CH2:30][CH2:31][CH2:32][CH3:33])[CH:13]=3.C([Mg]Br)CCCCCCC.C(C1C=CC=CC=1CCCCCCCC)CCCCCCC.S1C=CC(B(O)O)=C1. (2) Given the product [CH3:20][Si:21]([CH3:23])([CH3:22])[C:16]1[S:12][C:13]2=[CH:19][N:18]=[CH:17][N:14]2[CH:15]=1, predict the reactants needed to synthesize it. The reactants are: C([Li])CCC.CCCCCC.[S:12]1[CH:16]=[CH:15][N:14]2[CH:17]=[N:18][CH:19]=[C:13]12.[CH3:20][Si:21](Cl)([CH3:23])[CH3:22].[Cl-].[NH4+]. (3) Given the product [CH:22]1([CH2:21][O:13][C:10]2[CH:5]=[C:4]([CH:3]([NH2:24])[CH3:2])[CH:7]=[CH:8][CH:9]=2)[CH2:20][CH2:19]1, predict the reactants needed to synthesize it. The reactants are: O[C:2]1[CH:3]=[C:4]([CH:7]=[CH:8][CH:9]=1)[CH:5]=O.[C:10](=[O:13])([O-])[O-].[K+].[K+].[I-].[K+].Cl[CH2:19][CH:20]1[CH2:22][CH2:21]1.C[N:24](C=O)C. (4) Given the product [C:22]([C:21]1[CH:20]=[C:19]([CH:32]=[CH:31][CH:30]=1)[NH:18][C:3]1[N:8]=[C:7]([C:9]2[N:13]3[CH:14]=[CH:15][CH:16]=[CH:17][C:12]3=[N:11][CH:10]=2)[CH:6]=[CH:5][N:4]=1)(=[O:23])[C:24]1[CH:25]=[CH:26][CH:27]=[CH:28][CH:29]=1, predict the reactants needed to synthesize it. The reactants are: CS[C:3]1[N:8]=[C:7]([C:9]2[N:13]3[CH:14]=[CH:15][CH:16]=[CH:17][C:12]3=[N:11][CH:10]=2)[CH:6]=[CH:5][N:4]=1.[NH2:18][C:19]1[CH:20]=[C:21]([CH:30]=[CH:31][CH:32]=1)[C:22]([C:24]1[CH:29]=[CH:28][CH:27]=[CH:26][CH:25]=1)=[O:23].[H-].[Na+].